This data is from Forward reaction prediction with 1.9M reactions from USPTO patents (1976-2016). The task is: Predict the product of the given reaction. (1) Given the reactants [CH:1]1([C:4]2[CH:5]=[CH:6][C:7]([C:18]([OH:20])=O)=[N:8][C:9]=2[O:10][CH2:11][C:12]2[CH:17]=[CH:16][CH:15]=[CH:14][N:13]=2)[CH2:3][CH2:2]1.Cl.[CH3:22][C:23]1[O:27][N:26]=[C:25]([C:28]2([NH2:32])[CH2:31][CH2:30][CH2:29]2)[N:24]=1, predict the reaction product. The product is: [CH:1]1([C:4]2[CH:5]=[CH:6][C:7]([C:18]([NH:32][C:28]3([C:25]4[N:24]=[C:23]([CH3:22])[O:27][N:26]=4)[CH2:31][CH2:30][CH2:29]3)=[O:20])=[N:8][C:9]=2[O:10][CH2:11][C:12]2[CH:17]=[CH:16][CH:15]=[CH:14][N:13]=2)[CH2:2][CH2:3]1. (2) The product is: [O:1]1[C:8]2[CH:7]=[C:6]([C:9]([O:11][CH:14]([O:13][C:12]([O:17][CH:18]3[CH2:23][CH2:22][CH2:21][CH2:20][CH2:19]3)=[O:24])[CH3:15])=[O:10])[NH:5][C:4]=2[CH:3]=[CH:2]1. Given the reactants [O:1]1[C:8]2[CH:7]=[C:6]([C:9]([OH:11])=[O:10])[NH:5][C:4]=2[CH:3]=[CH:2]1.[C:12](=[O:24])([O:17][CH:18]1[CH2:23][CH2:22][CH2:21][CH2:20][CH2:19]1)[O:13][CH:14](Cl)[CH3:15], predict the reaction product. (3) Given the reactants [CH3:1][N:2]([CH3:15])[CH2:3][CH2:4][CH2:5][O:6][C:7]1[CH:12]=[CH:11][C:10]([CH3:13])=[CH:9][C:8]=1[NH2:14].C(N(CC)CC)C.ClC(Cl)(O[C:27](=[O:33])OC(Cl)(Cl)Cl)Cl.[NH2:35][C:36]1[CH:41]=[N:40][CH:39]=[CH:38][N:37]=1, predict the reaction product. The product is: [CH3:15][N:2]([CH3:1])[CH2:3][CH2:4][CH2:5][O:6][C:7]1[CH:12]=[CH:11][C:10]([CH3:13])=[CH:9][C:8]=1[NH:14][C:27]([NH:35][C:36]1[CH:41]=[N:40][CH:39]=[CH:38][N:37]=1)=[O:33].